The task is: Predict the product of the given reaction.. This data is from Forward reaction prediction with 1.9M reactions from USPTO patents (1976-2016). Given the reactants C[O:2][C:3]([C:5]1[CH:14]=[CH:13][C:12]2[C:7](=[CH:8][CH:9]=[C:10]([N:15]3[CH2:20][CH2:19][CH2:18][CH2:17][CH2:16]3)[CH:11]=2)[CH:6]=1)=[O:4].[OH-].[Li+].Cl, predict the reaction product. The product is: [N:15]1([C:10]2[CH:11]=[C:12]3[C:7](=[CH:8][CH:9]=2)[CH:6]=[C:5]([C:3]([OH:4])=[O:2])[CH:14]=[CH:13]3)[CH2:16][CH2:17][CH2:18][CH2:19][CH2:20]1.